Predict the reaction yield, written as a fraction of the theoretical maximum amount of product (1.0 means a 100% yield; for example, 0.34 means a 34% yield). From a dataset of Reaction yield outcomes from USPTO patents with 853,638 reactions. (1) The reactants are [CH3:1][S:2]([O:5][C:6]1[CH:11]=[CH:10][C:9]([O:12][CH2:13][CH2:14][C:15]2[CH:20]=[CH:19][C:18]([NH2:21])=[CH:17][CH:16]=2)=[CH:8][CH:7]=1)(=[O:4])=[O:3].[ClH:22].[C:23]([OH:27])(=[O:26])[CH:24]=[CH2:25].N([O-])=O.[Na+].C(=O)=O. The catalyst is O.[Cu]I.CC(C)=O. The product is [Cl:22][CH:24]([CH2:25][C:18]1[CH:19]=[CH:20][C:15]([CH2:14][CH2:13][O:12][C:9]2[CH:10]=[CH:11][C:6]([O:5][S:2]([CH3:1])(=[O:4])=[O:3])=[CH:7][CH:8]=2)=[CH:16][CH:17]=1)[C:23]([O-:27])=[O:26].[NH4+:21]. The yield is 0.589. (2) The reactants are [OH:1][CH2:2][CH2:3][CH2:4][CH2:5][C@@H:6]1[CH2:11][O:10][CH2:9][C@H:8]([C:12]2[CH:17]=[C:16]([F:18])[C:15]([F:19])=[C:14]([F:20])[CH:13]=2)[N:7]1[C:21]([O:23][C:24]([CH3:27])([CH3:26])[CH3:25])=[O:22].C(=O)([O-])[OH:29].[Na+].Cl[O-].[Na+].S([O-])([O-])=O.[Na+].[Na+].Cl. The catalyst is C(#N)C.CC1(C)N([O])C(C)(C)CCC1.C1(C)C=CC=CC=1.O. The product is [C:24]([O:23][C:21]([N:7]1[C@@H:8]([C:12]2[CH:13]=[C:14]([F:20])[C:15]([F:19])=[C:16]([F:18])[CH:17]=2)[CH2:9][O:10][CH2:11][C@H:6]1[CH2:5][CH2:4][CH2:3][C:2]([OH:29])=[O:1])=[O:22])([CH3:27])([CH3:26])[CH3:25]. The yield is 0.928. (3) The reactants are P([O-])([O-])([O-])=O.[CH2:6]([O:10][C:11]([C:13]1([NH:18][C:19]([C:21]2[S:22][C:23]([Cl:26])=[CH:24][CH:25]=2)=[O:20])[CH2:17][CH2:16][O:15][CH2:14]1)=[O:12])[CH:7]([CH3:9])[CH3:8].CCOC(C)=O. The catalyst is CC(C)=O. The product is [CH2:6]([O:10][C:11]([C@:13]1([NH:18][C:19]([C:21]2[S:22][C:23]([Cl:26])=[CH:24][CH:25]=2)=[O:20])[CH2:17][CH2:16][O:15][CH2:14]1)=[O:12])[CH:7]([CH3:9])[CH3:8]. The yield is 0.250. (4) The reactants are Cl.CN(C)CCCN=C=NCC.ON1C2C=CC=CC=2N=N1.[CH:23]1[C:32]2[C:27](=[CH:28][CH:29]=[CH:30][CH:31]=2)[CH:26]=[CH:25][C:24]=1[S:33]([C:36]1([CH2:39][CH2:40][C:41](O)=[O:42])[CH2:38][CH2:37]1)(=[O:35])=[O:34].[N:44]1([CH2:50][C:51]2[CH:52]=[C:53]3[C:58](=[CH:59][CH:60]=2)[C@H:57]([NH2:61])[CH2:56][CH2:55][CH2:54]3)[CH2:49][CH2:48][CH2:47][CH2:46][CH2:45]1. The catalyst is CN(C=O)C.CO.CCOC(C)=O. The product is [CH:23]1[C:32]2[C:27](=[CH:28][CH:29]=[CH:30][CH:31]=2)[CH:26]=[CH:25][C:24]=1[S:33]([C:36]1([CH2:39][CH2:40][C:41]([NH:61][C@H:57]2[C:58]3[C:53](=[CH:52][C:51]([CH2:50][N:44]4[CH2:49][CH2:48][CH2:47][CH2:46][CH2:45]4)=[CH:60][CH:59]=3)[CH2:54][CH2:55][CH2:56]2)=[O:42])[CH2:38][CH2:37]1)(=[O:35])=[O:34]. The yield is 0.602. (5) The reactants are [Cl:1][CH2:2][CH:3]([OH:26])[CH2:4][O:5][C:6]1[CH:11]=[CH:10][C:9]([C:12]([C:15]2[CH:20]=[CH:19][C:18]([O:21][CH2:22][CH:23]3[CH2:25][O:24]3)=[CH:17][CH:16]=2)([CH3:14])[CH3:13])=[CH:8][CH:7]=1.FC(F)(F)S([O-])(=O)=O.[Bi+3].FC(F)(F)S([O-])(=O)=O.FC(F)(F)S([O-])(=O)=O.C(=O)(O)[O-].[Na+].[CH2:57]([OH:61])[CH2:58][CH2:59][CH3:60]. No catalyst specified. The product is [CH2:57]([O:61][CH2:25][CH:23]([OH:24])[CH2:22][O:21][C:18]1[CH:17]=[CH:16][C:15]([C:12]([C:9]2[CH:8]=[CH:7][C:6]([O:5][CH2:4][CH:3]([OH:26])[CH2:2][Cl:1])=[CH:11][CH:10]=2)([CH3:14])[CH3:13])=[CH:20][CH:19]=1)[CH2:58][CH2:59][CH3:60]. The yield is 0.740. (6) The product is [OH:7][CH2:6][CH2:5][O:4][CH2:3][CH2:2][NH:1][CH2:9][C:10]([O:12][C:13]([CH3:16])([CH3:15])[CH3:14])=[O:11]. The catalyst is C1COCC1. The reactants are [NH2:1][CH2:2][CH2:3][O:4][CH2:5][CH2:6][OH:7].Br[CH2:9][C:10]([O:12][C:13]([CH3:16])([CH3:15])[CH3:14])=[O:11].C(N(CC)CC)C. The yield is 0.160. (7) The reactants are [CH:1]1([N:4]2[C:9](=[O:10])[C:8]3[C:11](OS(C(F)(F)F)(=O)=O)=[C:12]([CH3:17])[C:13](=[O:16])[N:14]([CH3:15])[C:7]=3[N:6]([C:26]3[CH:31]=[CH:30][C:29]([I:32])=[CH:28][C:27]=3[F:33])[C:5]2=[O:34])[CH2:3][CH2:2]1.[NH2:35][C:36]1[CH:37]=[C:38]([CH:43]=[CH:44][CH:45]=1)[NH:39][C:40](=[O:42])[CH3:41].CN(C)C(=O)C.N1C(C)=CC=CC=1C. The catalyst is CO.O. The product is [CH:1]1([N:4]2[C:9](=[O:10])[C:8]3[C:11]([NH:35][C:36]4[CH:37]=[C:38]([NH:39][C:40](=[O:42])[CH3:41])[CH:43]=[CH:44][CH:45]=4)=[C:12]([CH3:17])[C:13](=[O:16])[N:14]([CH3:15])[C:7]=3[N:6]([C:26]3[CH:31]=[CH:30][C:29]([I:32])=[CH:28][C:27]=3[F:33])[C:5]2=[O:34])[CH2:3][CH2:2]1. The yield is 0.990.